From a dataset of Reaction yield outcomes from USPTO patents with 853,638 reactions. Predict the reaction yield, written as a fraction of the theoretical maximum amount of product (1.0 means a 100% yield; for example, 0.34 means a 34% yield). (1) The reactants are [F:1][C:2]1[CH:3]=[C:4]([N+:9]([O-:11])=[O:10])[CH:5]=[CH:6][C:7]=1F.COC1C=C(CC)C=CC=1O.[CH2:23]([O:30][C:31]1[CH:36]=[C:35]([CH2:37][CH3:38])[CH:34]=[CH:33][C:32]=1[OH:39])[C:24]1[CH:29]=[CH:28][CH:27]=[CH:26][CH:25]=1. No catalyst specified. The product is [CH2:23]([O:30][C:31]1[CH:36]=[C:35]([CH2:37][CH3:38])[CH:34]=[CH:33][C:32]=1[O:39][C:7]1[CH:6]=[CH:5][C:4]([N+:9]([O-:11])=[O:10])=[CH:3][C:2]=1[F:1])[C:24]1[CH:29]=[CH:28][CH:27]=[CH:26][CH:25]=1. The yield is 1.00. (2) The reactants are [CH3:1][C:2]1[O:6][N:5]=[C:4]([CH2:7][OH:8])[CH:3]=1.CN1CCOCC1.ClC(OC1C=CC([N+]([O-])=O)=CC=1)=O.[CH:29]([CH:32]1[C:37]2[N:38]=[CH:39][NH:40][C:36]=2[CH2:35][CH2:34][N:33]1[C:41](OCC1SC=CN=1)=[O:42])([CH3:31])[CH3:30].CCN(C(C)C)C(C)C. The catalyst is C(Cl)Cl. The product is [CH:29]([CH:32]1[C:37]2[N:38]=[CH:39][NH:40][C:36]=2[CH2:35][CH2:34][N:33]1[C:41]([O:8][CH2:7][C:4]1[CH:3]=[C:2]([CH3:1])[O:6][N:5]=1)=[O:42])([CH3:31])[CH3:30]. The yield is 0.0970. (3) The reactants are [CH2:1]([OH:4])[C:2]#[CH:3].Br[C:6]1[CH:11]=[C:10]([CH3:12])[CH:9]=[CH:8][C:7]=1[NH:13][C:14]([CH:16]1[CH2:21][NH:20][C:19]2[CH:22]=[C:23]([O:26][C:27]([F:30])([F:29])[F:28])[CH:24]=[CH:25][C:18]=2[O:17]1)=[O:15].C(N(CC)CC)C. The catalyst is CN(C=O)C.Cl[Pd](Cl)([P](C1C=CC=CC=1)(C1C=CC=CC=1)C1C=CC=CC=1)[P](C1C=CC=CC=1)(C1C=CC=CC=1)C1C=CC=CC=1.[Cu]I. The product is [OH:4][CH2:1][C:2]#[C:3][C:6]1[CH:11]=[C:10]([CH3:12])[CH:9]=[CH:8][C:7]=1[NH:13][C:14]([CH:16]1[O:17][C:18]2[CH:25]=[CH:24][C:23]([O:26][C:27]([F:30])([F:28])[F:29])=[CH:22][C:19]=2[NH:20][CH2:21]1)=[O:15]. The yield is 0.720. (4) The reactants are [Cl:1][C:2]1[CH:3]=[C:4]([CH:8]=[C:9]([CH3:11])[N:10]=1)[C:5](O)=[O:6].Cl.[OH-].[Na+]. The catalyst is C1COCC1. The product is [Cl:1][C:2]1[CH:3]=[C:4]([CH2:5][OH:6])[CH:8]=[C:9]([CH3:11])[N:10]=1. The yield is 0.710. (5) The reactants are [CH3:1][C:2]1[CH:3]=[CH:4][C:5]([CH2:9][CH2:10][CH3:11])=[C:6]([CH:8]=1)[NH2:7].[C:12]([N:20]=[C:21]=[S:22])(=[O:19])[C:13]1[CH:18]=[CH:17][CH:16]=[CH:15][CH:14]=1. The catalyst is CC(C)=O. The product is [CH3:1][C:2]1[CH:3]=[CH:4][C:5]([CH2:9][CH2:10][CH3:11])=[C:6]([NH:7][C:21]([NH:20][C:12](=[O:19])[C:13]2[CH:14]=[CH:15][CH:16]=[CH:17][CH:18]=2)=[S:22])[CH:8]=1. The yield is 1.00.